From a dataset of Full USPTO retrosynthesis dataset with 1.9M reactions from patents (1976-2016). Predict the reactants needed to synthesize the given product. (1) Given the product [O:36]1[C:40]2[CH:41]=[CH:42][CH:43]=[CH:44][C:39]=2[CH:38]=[C:37]1[CH:45]([OH:49])[CH2:46][N:47]([CH2:31][C:29]1[S:28][C:22]2[N:23]([CH2:25][CH2:26][CH3:27])[CH:24]=[C:19]([C:17]([NH:16][CH2:15][C:14]3[CH:13]=[CH:12][C:11]([Cl:10])=[CH:35][CH:34]=3)=[O:18])[C:20](=[O:33])[C:21]=2[CH:30]=1)[CH3:48], predict the reactants needed to synthesize it. The reactants are: C(N(CC)C(C)C)(C)C.[Cl:10][C:11]1[CH:35]=[CH:34][C:14]([CH2:15][NH:16][C:17]([C:19]2[C:20](=[O:33])[C:21]3[CH:30]=[C:29]([CH2:31]Cl)[S:28][C:22]=3[N:23]([CH2:25][CH2:26][CH3:27])[CH:24]=2)=[O:18])=[CH:13][CH:12]=1.[O:36]1[C:40]2[CH:41]=[CH:42][CH:43]=[CH:44][C:39]=2[CH:38]=[C:37]1[CH:45]([OH:49])[CH2:46][NH:47][CH3:48]. (2) Given the product [CH3:1][CH:2]([OH:3])[C@@H:4]1[C@:8]2([CH3:23])[C@H:7]([C@H:12]3[C@H:11]([CH2:10][CH2:9]2)[C@:21]2([CH3:22])[C:15](=[CH:16][CH:17]([OH:18])[CH2:19][CH2:20]2)[CH2:14][CH2:13]3)[CH2:6][CH2:5]1, predict the reactants needed to synthesize it. The reactants are: [CH3:1][C:2]([C@@H:4]1[C@@:8]2([CH3:23])[CH2:9][CH2:10][C@@H:11]3[C@:21]4([CH3:22])[C:15](=[CH:16][C:17]([CH2:19][CH2:20]4)=[O:18])[CH2:14][CH2:13][C@H:12]3[C@@H:7]2[CH2:6][CH2:5]1)=[O:3].[BH4-].[Na+]. (3) Given the product [Cl:3][C:4]1[C:5]([F:33])=[C:6]([NH:10][C:11]2[C:20]3[C:15](=[CH:16][C:17]([O:31][CH3:32])=[C:18]([O:21][C@H:22]4[CH2:27][CH2:26][N:25]([CH3:34])[C@H:24]([C:28]([NH2:30])=[O:29])[CH2:23]4)[CH:19]=3)[N:14]=[CH:13][N:12]=2)[CH:7]=[CH:8][CH:9]=1, predict the reactants needed to synthesize it. The reactants are: C=O.[Cl:3][C:4]1[C:5]([F:33])=[C:6]([NH:10][C:11]2[C:20]3[C:15](=[CH:16][C:17]([O:31][CH3:32])=[C:18]([O:21][C@H:22]4[CH2:27][CH2:26][NH:25][C@H:24]([C:28]([NH2:30])=[O:29])[CH2:23]4)[CH:19]=3)[N:14]=[CH:13][N:12]=2)[CH:7]=[CH:8][CH:9]=1.[C:34](O[BH-](OC(=O)C)OC(=O)C)(=O)C.[Na+].C([O-])(O)=O.[Na+]. (4) Given the product [CH2:28]([C:25]1[N:24]=[C:23]([CH:22]=[CH:21][C:9]2[CH:8]=[C:7]([OH:6])[C:12]([OH:13])=[CH:11][CH:10]=2)[O:27][N:26]=1)[CH2:29][CH3:30], predict the reactants needed to synthesize it. The reactants are: C([Si](C)(C)[O:6][C:7]1[CH:8]=[C:9]([CH:21]=[CH:22][C:23]2[O:27][N:26]=[C:25]([CH2:28][CH2:29][CH3:30])[N:24]=2)[CH:10]=[CH:11][C:12]=1[O:13][Si](C(C)(C)C)(C)C)(C)(C)C.CCCC[N+](CCCC)(CCCC)CCCC.[F-]. (5) Given the product [C:1]([C:3]1[CH:4]=[CH:5][C:6]([CH:9]2[C:14]([C:15]([O:17][CH2:18][CH3:19])=[O:16])=[C:13]([CH2:20][Br:33])[N:12]([C:21]3[CH:26]=[CH:25][C:24]([F:27])=[C:23]([C:28]([F:29])([F:31])[F:30])[CH:22]=3)[C:11](=[O:32])[NH:10]2)=[CH:7][CH:8]=1)#[N:2], predict the reactants needed to synthesize it. The reactants are: [C:1]([C:3]1[CH:8]=[CH:7][C:6]([CH:9]2[C:14]([C:15]([O:17][CH2:18][CH3:19])=[O:16])=[C:13]([CH3:20])[N:12]([C:21]3[CH:26]=[CH:25][C:24]([F:27])=[C:23]([C:28]([F:31])([F:30])[F:29])[CH:22]=3)[C:11](=[O:32])[NH:10]2)=[CH:5][CH:4]=1)#[N:2].[Br:33]Br. (6) Given the product [CH:20]1([N:9]2[C:10]3[C:6](=[CH:5][CH:4]=[C:3]([O:2][CH3:1])[CH:11]=3)[C:7]([C:12]#[N:13])=[CH:8]2)[CH2:23][CH2:22][CH2:21]1, predict the reactants needed to synthesize it. The reactants are: [CH3:1][O:2][C:3]1[CH:11]=[C:10]2[C:6]([C:7]([C:12]#[N:13])=[CH:8][NH:9]2)=[CH:5][CH:4]=1.C(=O)([O-])[O-].[Cs+].[Cs+].[CH:20]1(Br)[CH2:23][CH2:22][CH2:21]1. (7) The reactants are: FC(F)(F)C(O)=O.C(OC([N:15]1[C:20]2[CH:21]=[C:22]([Cl:29])[C:23]([O:25][CH:26]([CH3:28])[CH3:27])=[CH:24][C:19]=2[O:18][CH:17]([C:30]([N:32]2[CH2:37][CH2:36][C:35]([C:46]#[N:47])([CH2:38][C:39]3[CH:44]=[CH:43][C:42]([F:45])=[CH:41][CH:40]=3)[CH2:34][CH2:33]2)=[O:31])[CH2:16]1)=O)(C)(C)C. Given the product [Cl:29][C:22]1[C:23]([O:25][CH:26]([CH3:28])[CH3:27])=[CH:24][C:19]2[O:18][CH:17]([C:30]([N:32]3[CH2:33][CH2:34][C:35]([CH2:38][C:39]4[CH:40]=[CH:41][C:42]([F:45])=[CH:43][CH:44]=4)([C:46]#[N:47])[CH2:36][CH2:37]3)=[O:31])[CH2:16][NH:15][C:20]=2[CH:21]=1, predict the reactants needed to synthesize it. (8) Given the product [Li+:34].[F:16][C:2]([F:1])([F:15])[C:3]1[CH:4]=[CH:5][C:6]([N:9]2[CH2:10][CH2:11][N:12]([CH2:22][CH2:21][CH2:20][C:19]([O-:24])=[O:18])[CH2:13][CH2:14]2)=[N:7][CH:8]=1, predict the reactants needed to synthesize it. The reactants are: [F:1][C:2]([F:16])([F:15])[C:3]1[CH:4]=[CH:5][C:6]([N:9]2[CH2:14][CH2:13][NH:12][CH2:11][CH2:10]2)=[N:7][CH:8]=1.C[O:18][C:19](=[O:24])[CH2:20][CH2:21][CH2:22]Br.C(=O)([O-])[O-].[K+].[K+].[I-].[K+].[OH-].[Li+:34]. (9) Given the product [F:1][C:2]([F:15])([F:14])[S:3]([O:6][C:35]1[CH:34]=[CH:33][C:32]2[C:37](=[CH:38][CH:39]=[C:30]([C:26]3[CH:25]=[C:24]([C:21]4[CH:20]=[CH:19][C:18]([C:16]#[N:17])=[CH:23][CH:22]=4)[CH:29]=[CH:28][CH:27]=3)[CH:31]=2)[CH:36]=1)(=[O:5])=[O:4], predict the reactants needed to synthesize it. The reactants are: [F:1][C:2]([F:15])([F:14])[S:3]([O:6]S(C(F)(F)F)(=O)=O)(=[O:5])=[O:4].[C:16]([C:18]1[CH:23]=[CH:22][C:21]([C:24]2[CH:29]=[CH:28][CH:27]=[C:26]([C:30]3[CH:31]=[C:32]4[C:37](=[CH:38][CH:39]=3)[CH:36]=[C:35](O)[CH:34]=[CH:33]4)[CH:25]=2)=[CH:20][CH:19]=1)#[N:17].N1C=CC=CC=1.Cl.